This data is from Forward reaction prediction with 1.9M reactions from USPTO patents (1976-2016). The task is: Predict the product of the given reaction. (1) Given the reactants [Cl:1][C:2]1[CH:11]=[C:10]([N+:12]([O-:14])=[O:13])[CH:9]=[CH:8][C:3]=1[C:4]([NH:6][CH3:7])=O.S(Cl)(Cl)=O.C1(C)C=CC=CC=1.[N:26]([Si](C)(C)C)=[N+:27]=[N-:28], predict the reaction product. The product is: [Cl:1][C:2]1[CH:11]=[C:10]([N+:12]([O-:14])=[O:13])[CH:9]=[CH:8][C:3]=1[C:4]1[N:6]([CH3:7])[N:28]=[N:27][N:26]=1. (2) Given the reactants C(OC([N:11]1[CH2:16][CH2:15][CH:14]([CH2:17][CH:18]=[CH2:19])[CH:13]([NH:20][C:21]2[C:26]([CH3:27])=[C:25]([NH:28][C:29]3[CH:34]=[CH:33][C:32]([O:35][CH2:36][CH3:37])=[CH:31][CH:30]=3)[N:24]3[N:38]=[CH:39][CH:40]=[C:23]3[N:22]=2)[CH2:12]1)=O)C1C=CC=CC=1, predict the reaction product. The product is: [CH2:36]([O:35][C:32]1[CH:31]=[CH:30][C:29]([NH:28][C:25]2[N:24]3[N:38]=[CH:39][CH:40]=[C:23]3[N:22]=[C:21]([NH:20][CH:13]3[CH:14]([CH2:17][CH2:18][CH3:19])[CH2:15][CH2:16][NH:11][CH2:12]3)[C:26]=2[CH3:27])=[CH:34][CH:33]=1)[CH3:37]. (3) Given the reactants [Cl:1][C:2]1[CH:3]=[CH:4][C:5]([C:37]#[N:38])=[C:6]([C:8]2[C:17]3[C:16](=[O:18])[CH2:15][CH2:14][CH2:13][C:12]=3[N:11]([CH2:19][C:20]([NH:22][C:23]3[CH:35]=[CH:34][C:26]([C:27]([O:29]C(C)(C)C)=[O:28])=[CH:25][CH:24]=3)=[O:21])[C:10](=[O:36])[CH:9]=2)[CH:7]=1.C(O)(C(F)(F)F)=O, predict the reaction product. The product is: [Cl:1][C:2]1[CH:3]=[CH:4][C:5]([C:37]#[N:38])=[C:6]([C:8]2[C:17]3[C:16](=[O:18])[CH2:15][CH2:14][CH2:13][C:12]=3[N:11]([CH2:19][C:20]([NH:22][C:23]3[CH:24]=[CH:25][C:26]([C:27]([OH:29])=[O:28])=[CH:34][CH:35]=3)=[O:21])[C:10](=[O:36])[CH:9]=2)[CH:7]=1. (4) Given the reactants C(OC([N:6]1[CH2:21][CH2:20][C:10]2[C:11]3[C:12](=O)[CH2:13][CH2:14][C:15]=3[C:16]([I:18])=[CH:17][C:9]=2[CH2:8][CH2:7]1)=O)C.[CH2:22]([Mg]Br)[CH3:23].C(OC(N1CCC2C3C(C4CC4)(O)CCC=3C=CC=2CC1)=O)C, predict the reaction product. The product is: [CH2:22]([CH:12]1[C:11]2[C:10]3[CH2:20][CH2:21][NH:6][CH2:7][CH2:8][C:9]=3[CH:17]=[C:16]([I:18])[C:15]=2[CH2:14][CH2:13]1)[CH3:23]. (5) Given the reactants [CH3:1][C@H:2]1[CH2:7][CH2:6][CH2:5][N:4](C(OCC=C)=O)[C@H:3]1[CH2:14][NH:15][C:16]1[CH:21]=[CH:20][C:19]([C:22]([F:25])([F:24])[F:23])=[CH:18][N:17]=1.N1CCOCC1, predict the reaction product. The product is: [CH3:1][C@H:2]1[CH2:7][CH2:6][CH2:5][NH:4][C@H:3]1[CH2:14][NH:15][C:16]1[CH:21]=[CH:20][C:19]([C:22]([F:25])([F:23])[F:24])=[CH:18][N:17]=1. (6) Given the reactants [Br:1][C:2]1[CH:3]=[CH:4][C:5]([O:9][CH:10]([CH:14]([CH3:16])[CH3:15])[CH:11]([CH3:13])[CH3:12])=[C:6]([CH:8]=1)[NH2:7].[F:17][C:18]1[CH:23]=[CH:22][CH:21]=[CH:20][C:19]=1[N:24]=[C:25]=[O:26].BrC1C=CC(OC(C(C)C)C(C)C)=C(NC(NC2C=CC(C)=CC=2)=O)C=1, predict the reaction product. The product is: [Br:1][C:2]1[CH:3]=[CH:4][C:5]([O:9][CH:10]([CH:14]([CH3:16])[CH3:15])[CH:11]([CH3:12])[CH3:13])=[C:6]([NH:7][C:25]([NH:24][C:19]2[CH:20]=[CH:21][CH:22]=[CH:23][C:18]=2[F:17])=[O:26])[CH:8]=1. (7) Given the reactants Br.[CH3:2]P(C1C=CC=CC=1)(C1C=CC=CC=1)C1C=CC=CC=1.C[Si](C)(C)N[Si](C)(C)C.[Na].O=[C:33]1[CH2:37][N:36]([C:38]([O:40][C:41]([CH3:44])([CH3:43])[CH3:42])=[O:39])[C@H:35]([C:45]([O:47][CH3:48])=[O:46])[CH2:34]1, predict the reaction product. The product is: [CH2:2]=[C:33]1[CH2:37][N:36]([C:38]([O:40][C:41]([CH3:44])([CH3:43])[CH3:42])=[O:39])[C@H:35]([C:45]([O:47][CH3:48])=[O:46])[CH2:34]1.